Dataset: NCI-60 drug combinations with 297,098 pairs across 59 cell lines. Task: Regression. Given two drug SMILES strings and cell line genomic features, predict the synergy score measuring deviation from expected non-interaction effect. (1) Drug 2: CCN(CC)CCNC(=O)C1=C(NC(=C1C)C=C2C3=C(C=CC(=C3)F)NC2=O)C. Drug 1: C1CN1P(=S)(N2CC2)N3CC3. Cell line: UACC-257. Synergy scores: CSS=-0.190, Synergy_ZIP=0.409, Synergy_Bliss=1.83, Synergy_Loewe=-2.93, Synergy_HSA=-2.67. (2) Cell line: HT29. Synergy scores: CSS=35.5, Synergy_ZIP=-8.98, Synergy_Bliss=-3.82, Synergy_Loewe=-3.56, Synergy_HSA=-1.63. Drug 2: CCC1(C2=C(COC1=O)C(=O)N3CC4=CC5=C(C=CC(=C5CN(C)C)O)N=C4C3=C2)O.Cl. Drug 1: CC1=C(C(=CC=C1)Cl)NC(=O)C2=CN=C(S2)NC3=CC(=NC(=N3)C)N4CCN(CC4)CCO. (3) Drug 1: C1=NC(=NC(=O)N1C2C(C(C(O2)CO)O)O)N. Drug 2: CN(C(=O)NC(C=O)C(C(C(CO)O)O)O)N=O. Cell line: SF-268. Synergy scores: CSS=7.15, Synergy_ZIP=-1.24, Synergy_Bliss=0.321, Synergy_Loewe=-0.903, Synergy_HSA=-0.833. (4) Drug 1: CC(C)(C#N)C1=CC(=CC(=C1)CN2C=NC=N2)C(C)(C)C#N. Drug 2: C1=NC2=C(N=C(N=C2N1C3C(C(C(O3)CO)O)F)Cl)N. Cell line: NCIH23. Synergy scores: CSS=17.6, Synergy_ZIP=-1.73, Synergy_Bliss=-2.35, Synergy_Loewe=-18.9, Synergy_HSA=-6.88. (5) Drug 1: CCCCC(=O)OCC(=O)C1(CC(C2=C(C1)C(=C3C(=C2O)C(=O)C4=C(C3=O)C=CC=C4OC)O)OC5CC(C(C(O5)C)O)NC(=O)C(F)(F)F)O. Drug 2: CC(C)CN1C=NC2=C1C3=CC=CC=C3N=C2N. Cell line: OVCAR-8. Synergy scores: CSS=36.6, Synergy_ZIP=0.390, Synergy_Bliss=0.840, Synergy_Loewe=1.27, Synergy_HSA=0.825.